This data is from Peptide-MHC class II binding affinity with 134,281 pairs from IEDB. The task is: Regression. Given a peptide amino acid sequence and an MHC pseudo amino acid sequence, predict their binding affinity value. This is MHC class II binding data. (1) The peptide sequence is HDYEGLSYRSLQPET. The MHC is HLA-DPA10103-DPB10201 with pseudo-sequence HLA-DPA10103-DPB10201. The binding affinity (normalized) is 0.331. (2) The peptide sequence is YDKCLANVSTVLTGK. The MHC is DRB1_0401 with pseudo-sequence DRB1_0401. The binding affinity (normalized) is 0.497. (3) The binding affinity (normalized) is 0.770. The peptide sequence is IVQINGRHFDLRAQG. The MHC is DRB1_1201 with pseudo-sequence DRB1_1201. (4) The peptide sequence is QVNTSKTGINENYAK. The MHC is DRB1_0701 with pseudo-sequence DRB1_0701. The binding affinity (normalized) is 0.104. (5) The peptide sequence is WTTCQSIAFPSKTSASIGSL. The MHC is DRB1_1501 with pseudo-sequence DRB1_1501. The binding affinity (normalized) is 0.502. (6) The peptide sequence is EKKYFAATQFETLAA. The MHC is DRB1_1602 with pseudo-sequence DRB1_1602. The binding affinity (normalized) is 0.551.